Dataset: CYP1A2 inhibition data for predicting drug metabolism from PubChem BioAssay. Task: Regression/Classification. Given a drug SMILES string, predict its absorption, distribution, metabolism, or excretion properties. Task type varies by dataset: regression for continuous measurements (e.g., permeability, clearance, half-life) or binary classification for categorical outcomes (e.g., BBB penetration, CYP inhibition). Dataset: cyp1a2_veith. (1) The compound is CCCCNC(=O)C1CCN(Cc2ccccn2)CC1. The result is 0 (non-inhibitor). (2) The compound is COc1ccc(NC(=O)c2c(C(F)(F)F)nn(C)c2SCc2ccccc2)cc1. The result is 1 (inhibitor). (3) The molecule is CN(C)c1ccc(-c2nc3n(n2)C(c2cccnc2)C2=C(CC(C)(C)CC2=O)N3)cc1. The result is 1 (inhibitor). (4) The drug is COCCN1CN=C(Nc2nc3ccccc3s2)NC1. The result is 0 (non-inhibitor).